Dataset: Catalyst prediction with 721,799 reactions and 888 catalyst types from USPTO. Task: Predict which catalyst facilitates the given reaction. (1) Reactant: [Br:1][C:2]1[C:10]([N+:11]([O-:13])=[O:12])=[CH:9][C:8]2[C:4](=[C:5]([C:22]#[N:23])[N:6]([C:15]3[CH:20]=[CH:19][C:18]([F:21])=[CH:17][CH:16]=3)[N+:7]=2[O-])[CH:3]=1.P(Cl)(Cl)Cl. Product: [Br:1][C:2]1[C:10]([N+:11]([O-:13])=[O:12])=[CH:9][C:8]2[C:4](=[C:5]([C:22]#[N:23])[N:6]([C:15]3[CH:16]=[CH:17][C:18]([F:21])=[CH:19][CH:20]=3)[N:7]=2)[CH:3]=1. The catalyst class is: 22. (2) The catalyst class is: 8. Reactant: [C:1]([C:3]1[CH:4]=[CH:5][C:6]2[CH2:12][N:11]([C:13]([O:15][C:16]([CH3:19])([CH3:18])[CH3:17])=[O:14])[CH2:10][CH2:9][CH2:8][C:7]=2[CH:20]=1)#[N:2].Cl.[NH2:22][OH:23].C(=O)(O)[O-].[Na+].CCOCC. Product: [OH:23][NH:22][C:1](=[NH:2])[C:3]1[CH:4]=[CH:5][C:6]2[CH2:12][N:11]([C:13]([O:15][C:16]([CH3:17])([CH3:18])[CH3:19])=[O:14])[CH2:10][CH2:9][CH2:8][C:7]=2[CH:20]=1.